This data is from Forward reaction prediction with 1.9M reactions from USPTO patents (1976-2016). The task is: Predict the product of the given reaction. (1) Given the reactants [N+:1]([C:4]1[CH:31]([CH3:32])[CH:8]2[CH2:9][C:10]([CH2:13][C:14]3[CH2:15][CH2:16][N:17]([C:20]4[CH:25]=[CH:24][C:23]([N:26]5[CH:30]=[CH:29][N:28]=[CH:27]5)=[CH:22][CH:21]=4)[CH2:18][CH:19]=3)([CH3:12])[O:11][C:7]2=[C:6]([CH3:33])[C:5]=1[CH3:34])([O-])=O.C(O)C.Cl.[OH-].[Na+], predict the reaction product. The product is: [NH2:1][C:4]1[CH:31]([CH3:32])[CH:8]2[CH2:9][C:10]([CH2:13][C:14]3[CH2:19][CH2:18][N:17]([C:20]4[CH:21]=[CH:22][C:23]([N:26]5[CH:30]=[CH:29][N:28]=[CH:27]5)=[CH:24][CH:25]=4)[CH2:16][CH:15]=3)([CH3:12])[O:11][C:7]2=[C:6]([CH3:33])[C:5]=1[CH3:34]. (2) Given the reactants [CH2:1]=O.[O:3]1[C:7]2[CH:8]=[CH:9][CH:10]=[CH:11][C:6]=2[N:5]=[C:4]1[C:12]1[C:13]([NH2:30])=[N:14][CH:15]=[C:16]([C:18]2[C:19]([CH3:29])=[N:20][N:21]([CH:23]3[CH2:28][CH2:27][NH:26][CH2:25][CH2:24]3)[CH:22]=2)[CH:17]=1.[Na].N, predict the reaction product. The product is: [O:3]1[C:7]2[CH:8]=[CH:9][CH:10]=[CH:11][C:6]=2[N:5]=[C:4]1[C:12]1[C:13]([NH2:30])=[N:14][CH:15]=[C:16]([C:18]2[C:19]([CH3:29])=[N:20][N:21]([CH:23]3[CH2:24][CH2:25][N:26]([CH3:1])[CH2:27][CH2:28]3)[CH:22]=2)[CH:17]=1. (3) Given the reactants Br[C:2]1[C:10]2[N:9]3[CH2:11][CH2:12][NH:13][C:14](=[O:15])[C:8]3=[C:7]([CH3:16])[C:6]=2[CH:5]=[C:4]([C:17]#[N:18])[CH:3]=1.[N:19]1[CH:24]=[CH:23][C:22](B(O)O)=[CH:21][CH:20]=1, predict the reaction product. The product is: [CH3:16][C:7]1[C:6]2[CH:5]=[C:4]([C:17]#[N:18])[CH:3]=[C:2]([C:22]3[CH:23]=[CH:24][N:19]=[CH:20][CH:21]=3)[C:10]=2[N:9]2[CH2:11][CH2:12][NH:13][C:14](=[O:15])[C:8]=12. (4) Given the reactants [C:1]([CH2:3][CH:4]([CH:27]1[CH2:32][CH2:31][N:30](C(OC(C)(C)C)=O)[CH2:29][CH2:28]1)[N:5]1[CH:9]=[C:8]([C:10]2[C:11]3[CH:18]=[CH:17][N:16](COCC[Si](C)(C)C)[C:12]=3[N:13]=[CH:14][N:15]=2)[CH:7]=[N:6]1)#[N:2].ClCCCl.FC(F)(F)C(O)=O.CO.C(N)CN, predict the reaction product. The product is: [NH:30]1[CH2:29][CH2:28][CH:27]([CH:4]([N:5]2[CH:9]=[C:8]([C:10]3[C:11]4[CH:18]=[CH:17][NH:16][C:12]=4[N:13]=[CH:14][N:15]=3)[CH:7]=[N:6]2)[CH2:3][C:1]#[N:2])[CH2:32][CH2:31]1. (5) Given the reactants [F:1][C:2]1([F:36])[CH2:7][CH2:6][CH:5]([CH2:8][C:9]2[C:17]3[C:12](=[N:13][CH:14]=[C:15]([C:18]4[C:19]([CH3:24])=[N:20][O:21][C:22]=4[CH3:23])[CH:16]=3)[N:11]([C:25]3[N:30]=[CH:29][C:28]([C:31]([O:33]CC)=[O:32])=[CH:27][CH:26]=3)[CH:10]=2)[CH2:4][CH2:3]1.[OH-].[Li+].O, predict the reaction product. The product is: [F:36][C:2]1([F:1])[CH2:3][CH2:4][CH:5]([CH2:8][C:9]2[C:17]3[C:12](=[N:13][CH:14]=[C:15]([C:18]4[C:19]([CH3:24])=[N:20][O:21][C:22]=4[CH3:23])[CH:16]=3)[N:11]([C:25]3[N:30]=[CH:29][C:28]([C:31]([OH:33])=[O:32])=[CH:27][CH:26]=3)[CH:10]=2)[CH2:6][CH2:7]1. (6) Given the reactants [S:1]1[C:5]2[CH:6]=[C:7]([NH2:10])[CH:8]=[CH:9][C:4]=2[N:3]=[CH:2]1.[Br:11][C:12]1[N:13]=[C:14](Br)[C:15]2[N:16]([CH:18]=[CH:19][N:20]=2)[CH:17]=1.C([O-])([O-])=O.[K+].[K+], predict the reaction product. The product is: [S:1]1[C:5]2[CH:6]=[C:7]([NH:10][C:14]3[C:15]4[N:16]([CH:18]=[CH:19][N:20]=4)[CH:17]=[C:12]([Br:11])[N:13]=3)[CH:8]=[CH:9][C:4]=2[N:3]=[CH:2]1. (7) Given the reactants [C:1]([NH:5][S:6]([C:9]1[C:10]([CH:31]([F:33])[F:32])=[N:11][CH:12]=[C:13]([C:15]2[N:20]3[CH:21]=[CH:22][C:23]([C:24]4[CH:29]=[CH:28][CH:27]=[CH:26][CH:25]=4)=[C:19]3[C:18](Cl)=[N:17][N:16]=2)[CH:14]=1)(=[O:8])=[O:7])([CH3:4])([CH3:3])[CH3:2].[N:34]1[CH:39]=[CH:38][CH:37]=[CH:36][C:35]=1[CH2:40][NH2:41], predict the reaction product. The product is: [C:1]([NH:5][S:6]([C:9]1[C:10]([CH:31]([F:33])[F:32])=[N:11][CH:12]=[C:13]([C:15]2[N:20]3[CH:21]=[CH:22][C:23]([C:24]4[CH:29]=[CH:28][CH:27]=[CH:26][CH:25]=4)=[C:19]3[C:18]([NH:41][CH2:40][C:35]3[CH:36]=[CH:37][CH:38]=[CH:39][N:34]=3)=[N:17][N:16]=2)[CH:14]=1)(=[O:8])=[O:7])([CH3:4])([CH3:3])[CH3:2]. (8) Given the reactants Cl.[NH:2]1[CH2:7][CH2:6][CH2:5][C@@H:4]([OH:8])[CH2:3]1.C([O-])([O-])=O.[Na+].[Na+].[C:15](O[C:15]([O:17][C:18]([CH3:21])([CH3:20])[CH3:19])=[O:16])([O:17][C:18]([CH3:21])([CH3:20])[CH3:19])=[O:16], predict the reaction product. The product is: [OH:8][C@@H:4]1[CH2:5][CH2:6][CH2:7][N:2]([C:15]([O:17][C:18]([CH3:21])([CH3:20])[CH3:19])=[O:16])[CH2:3]1.